This data is from NCI-60 drug combinations with 297,098 pairs across 59 cell lines. The task is: Regression. Given two drug SMILES strings and cell line genomic features, predict the synergy score measuring deviation from expected non-interaction effect. Drug 1: CN1C(=O)N2C=NC(=C2N=N1)C(=O)N. Synergy scores: CSS=-1.81, Synergy_ZIP=0.389, Synergy_Bliss=-2.62, Synergy_Loewe=-2.57, Synergy_HSA=-5.14. Drug 2: CNC(=O)C1=NC=CC(=C1)OC2=CC=C(C=C2)NC(=O)NC3=CC(=C(C=C3)Cl)C(F)(F)F. Cell line: M14.